Dataset: Forward reaction prediction with 1.9M reactions from USPTO patents (1976-2016). Task: Predict the product of the given reaction. The product is: [CH2:36]([O:38][C:39]([C:41]1[O:45][C:44]([C:23]2[CH:24]=[CH:25][CH:26]=[C:16]([N:10]3[N:9]=[CH:8][C:7]4[C:12](=[CH:13][CH:14]=[C:5]([C:1]([CH3:3])([CH3:2])[CH3:4])[CH:6]=4)[C:11]3=[O:15])[C:17]=2[CH2:18][O:19][C:20](=[O:22])[CH3:21])=[N:43][C:42]=1[CH3:47])=[O:40])[CH3:37]. Given the reactants [C:1]([C:5]1[CH:6]=[C:7]2[C:12](=[CH:13][CH:14]=1)[C:11](=[O:15])[N:10]([C:16]1[CH:26]=[CH:25][CH:24]=[C:23](B3OC(C)(C)C(C)(C)O3)[C:17]=1[CH2:18][O:19][C:20](=[O:22])[CH3:21])[N:9]=[CH:8]2)([CH3:4])([CH3:3])[CH3:2].[CH2:36]([O:38][C:39]([C:41]1[O:45][C:44](Br)=[N:43][C:42]=1[CH3:47])=[O:40])[CH3:37].C([O-])([O-])=O.[K+].[K+], predict the reaction product.